From a dataset of B-cell epitopes from IEDB database with 3,159 antigens for binding position prediction. Token-level Classification. Given an antigen amino acid sequence, predict which amino acid positions are active epitope sites capable of antibody binding. Output is a list of indices for active positions. (1) Given the antigen sequence: MPIVNMTDMLKKALAGKYAVGQFNINNLEWTQAILKAAEAEKAPVILGVSEGAAKYMGGFKTVVKMTEGLVEDLKITVPVAIHLDHGSSFDSCKAAIDAGFSSVMIDGSHHPIDENIEMTKKVVDYAHAKGVSVEAEIGTVGGDEDGVTGGINYADPQECLRVVKEANIDALAAALGSVHGPYHGEPVLGFDEMKEISELTGAPLVLHGGSGIPEHQIKKAIELGHSKINVNTECQIVWTAAVREKLATDDKVYDPRKVIGPGVDAIIKTVTEKIQEFGSNGKA, which amino acid positions are active epitope sites? The epitope positions are: [251, 252, 253, 254, 255, 256, 257, 258, 259, 260, 261, 262, 263, 264]. The amino acids at these positions are: KVYDPRKVIGPGVD. (2) Given the antigen sequence: MGKFLATLILFFQFCPLILGDYSPSCCTLTVGVYSYHSKPCNPAQPVCSWTLDLLALSADQALQPPCPNLVSYSSYHATYSLYLFPHWIKKPNRNGGGYYSASYSDPCSLKCPYLGCQSWTCPYTGAVSSPYWKFQQDVNFTQEVSHLNINLHFSKCGFSFSLLVDAPGYDPIWFLNTEPSQLPPTAPPLLSHSNLDHILEPSIPWKSKLLTLVQLTLQSTNYTCIVCIDRASLSTWHVLYSPNVSVPSPSSTPLLYPSLALPAPHLTLPFNWTHCFDPQIQAIVSSPCHNSLILPPFSLSPVPTLGSRSRRA, which amino acid positions are active epitope sites? The epitope positions are: [243, 244, 245, 246, 247, 248, 249, 250, 251, 252, 253, 254, 255, 256]. The amino acids at these positions are: NVSVPSPSSTPLLY.